This data is from Peptide-MHC class I binding affinity with 185,985 pairs from IEDB/IMGT. The task is: Regression. Given a peptide amino acid sequence and an MHC pseudo amino acid sequence, predict their binding affinity value. This is MHC class I binding data. (1) The peptide sequence is KTTARHLGH. The MHC is HLA-B57:01 with pseudo-sequence HLA-B57:01. The binding affinity (normalized) is 0.0847. (2) The peptide sequence is YQGSYGFRL. The MHC is HLA-A02:03 with pseudo-sequence HLA-A02:03. The binding affinity (normalized) is 0.291. (3) The peptide sequence is MVIFFMSPK. The MHC is BoLA-T2a with pseudo-sequence BoLA-T2a. The binding affinity (normalized) is 0.222. (4) The peptide sequence is RQDILDLWIY. The MHC is HLA-B53:01 with pseudo-sequence HLA-B53:01. The binding affinity (normalized) is 0.0850. (5) The peptide sequence is VPAQNAIST. The MHC is HLA-B40:01 with pseudo-sequence HLA-B40:01. The binding affinity (normalized) is 0.0847. (6) The peptide sequence is FFGWEGVGV. The MHC is HLA-B58:01 with pseudo-sequence HLA-B58:01. The binding affinity (normalized) is 0.0847. (7) The peptide sequence is FREVWKQLF. The MHC is HLA-A02:03 with pseudo-sequence HLA-A02:03. The binding affinity (normalized) is 0.0847. (8) The peptide sequence is YWPVMNHKN. The MHC is HLA-A24:02 with pseudo-sequence HLA-A24:02. The binding affinity (normalized) is 0.180.